Task: Predict the reaction yield, written as a fraction of the theoretical maximum amount of product (1.0 means a 100% yield; for example, 0.34 means a 34% yield).. Dataset: Reaction yield outcomes from USPTO patents with 853,638 reactions The reactants are O[CH2:2][CH2:3][C@H:4]1[O:8][C:7](=[O:9])[N:6]([C:10]2[CH:11]=[CH:12][C:13]3[S:14][CH2:15][C:16](=[O:20])[NH:17][C:18]=3[N:19]=2)[CH2:5]1.S([O-])(=O)(=O)C.[N-:26]=[N+]=[N-]. No catalyst specified. The product is [NH2:26][CH2:2][CH2:3][C@H:4]1[O:8][C:7](=[O:9])[N:6]([C:10]2[CH:11]=[CH:12][C:13]3[S:14][CH2:15][C:16](=[O:20])[NH:17][C:18]=3[N:19]=2)[CH2:5]1. The yield is 0.840.